This data is from Forward reaction prediction with 1.9M reactions from USPTO patents (1976-2016). The task is: Predict the product of the given reaction. (1) Given the reactants [C:1]([O:5][C:6]([N:8]([CH3:14])[C@@H:9]([CH3:13])[C:10]([OH:12])=O)=[O:7])([CH3:4])([CH3:3])[CH3:2].C1C=NC2N(O)N=NC=2C=1.C(Cl)CCl.Cl.[NH2:30][C@@H:31]([CH:42]([CH3:44])[CH3:43])[C:32]([O:34][CH2:35][C:36]1[CH:41]=[CH:40][CH:39]=[CH:38][CH:37]=1)=[O:33].CN1CCOCC1, predict the reaction product. The product is: [CH2:35]([O:34][C:32](=[O:33])[C@@H:31]([NH:30][C:10](=[O:12])[C@@H:9]([N:8]([C:6]([O:5][C:1]([CH3:2])([CH3:3])[CH3:4])=[O:7])[CH3:14])[CH3:13])[CH:42]([CH3:44])[CH3:43])[C:36]1[CH:41]=[CH:40][CH:39]=[CH:38][CH:37]=1. (2) Given the reactants [Na].C(O)C.[F:5][C:6]1[CH:11]=[CH:10][C:9]([N:12]2[C:20]3[C:15](=[CH:16][C:17]4[C@@:25]5([CH2:31][C:32]6C=CC=CN=6)[CH2:26][CH2:27][C:28](=[O:30])[CH2:29][C@H:24]5[CH2:23][CH2:22][CH2:21][C:18]=4[CH:19]=3)[CH:14]=[N:13]2)=[CH:8][CH:7]=1.FC1C=CC(N2[C:53]3[C:48](=[CH:49][C:50]4[C@]5(CC6C=CC=CN=6)CCC(=O)C[C@@H]5CCC[C:51]=4[CH:52]=3)[CH:47]=N2)=CC=1.C(=O)C1C=CC=CC=1, predict the reaction product. The product is: [CH:47](=[C:27]1/[CH2:26][C:25]2([CH2:31][CH3:32])[C:17]3=[CH:16][C:15]4[CH:14]=[N:13][N:12]([C:9]5[CH:8]=[CH:7][C:6]([F:5])=[CH:11][CH:10]=5)[C:20]=4[CH:19]=[C:18]3[CH2:21][CH2:22][CH2:23][CH:24]2[CH2:29][C:28]/1=[O:30])/[C:48]1[CH:53]=[CH:52][CH:51]=[CH:50][CH:49]=1. (3) Given the reactants [F:1][C:2]([F:29])([F:28])[O:3][C:4]1[CH:5]=[C:6]([CH:25]=[CH:26][CH:27]=1)[O:7][C:8]1[C:9]([CH2:23][OH:24])=[N:10][N:11]([C:13]2[CH:18]=[CH:17][C:16]([C:19]([F:22])([F:21])[F:20])=[CH:15][CH:14]=2)[N:12]=1.[H-].[Na+].I[CH3:33], predict the reaction product. The product is: [CH3:33][O:24][CH2:23][C:9]1[C:8]([O:7][C:6]2[CH:25]=[CH:26][CH:27]=[C:4]([O:3][C:2]([F:1])([F:28])[F:29])[CH:5]=2)=[N:12][N:11]([C:13]2[CH:18]=[CH:17][C:16]([C:19]([F:21])([F:22])[F:20])=[CH:15][CH:14]=2)[N:10]=1. (4) Given the reactants [Si:1]([O:8][C@H:9]1[CH2:14][CH2:13][C@H:12]([N:15]2[C:19]([F:20])=[C:18](I)[CH:17]=[N:16]2)[CH2:11][CH2:10]1)([C:4]([CH3:7])([CH3:6])[CH3:5])([CH3:3])[CH3:2].C1COCC1.C([Mg]Cl)(C)C.CO[B:34]1[O:38][C:37]([CH3:40])([CH3:39])[C:36]([CH3:42])([CH3:41])[O:35]1.[NH4+].[Cl-], predict the reaction product. The product is: [Si:1]([O:8][C@H:9]1[CH2:14][CH2:13][C@H:12]([N:15]2[C:19]([F:20])=[C:18]([B:34]3[O:38][C:37]([CH3:40])([CH3:39])[C:36]([CH3:42])([CH3:41])[O:35]3)[CH:17]=[N:16]2)[CH2:11][CH2:10]1)([C:4]([CH3:7])([CH3:6])[CH3:5])([CH3:3])[CH3:2]. (5) Given the reactants NC1C=CC(Cl)=C(C2C=CC(C(OC)=O)=CN=2)C=1.CS(CC1C=CC(C(O)=O)=CC=1)(=O)=O.[Cl:33][C:34]1[CH:39]=[CH:38][C:37]([NH:40][C:41](=[O:53])[C:42]2[CH:47]=[CH:46][C:45]([CH2:48][S:49]([CH3:52])(=[O:51])=[O:50])=[CH:44][CH:43]=2)=[CH:36][C:35]=1[C:54]1[CH:63]=[CH:62][C:57]([C:58](OC)=[O:59])=[CH:56][N:55]=1.[BH4-].[Na+], predict the reaction product. The product is: [Cl:33][C:34]1[CH:39]=[CH:38][C:37]([NH:40][C:41](=[O:53])[C:42]2[CH:47]=[CH:46][C:45]([CH2:48][S:49]([CH3:52])(=[O:50])=[O:51])=[CH:44][CH:43]=2)=[CH:36][C:35]=1[C:54]1[CH:63]=[CH:62][C:57]([CH2:58][OH:59])=[CH:56][N:55]=1. (6) Given the reactants [Cl:1][C:2]1[CH:3]=[CH:4][C:5]([C:28]#[N:29])=[C:6]([C:8]2[C:13]([O:14][CH3:15])=[CH:12][N:11]([CH:16]([CH2:20][C:21]3([CH2:25][CH3:26])[CH2:24][O:23][CH2:22]3)[C:17]([OH:19])=O)[C:10](=[O:27])[CH:9]=2)[CH:7]=1.[NH2:30][C:31]1[CH:36]=[CH:35][C:34]([C:37]2[NH:41][C:40](=[O:42])[O:39][N:38]=2)=[CH:33][CH:32]=1.CC(C)N=C=NC(C)C, predict the reaction product. The product is: [Cl:1][C:2]1[CH:3]=[CH:4][C:5]([C:28]#[N:29])=[C:6]([C:8]2[C:13]([O:14][CH3:15])=[CH:12][N:11]([CH:16]([CH2:20][C:21]3([CH2:25][CH3:26])[CH2:22][O:23][CH2:24]3)[C:17]([NH:30][C:31]3[CH:32]=[CH:33][C:34]([C:37]4[NH:41][C:40](=[O:42])[O:39][N:38]=4)=[CH:35][CH:36]=3)=[O:19])[C:10](=[O:27])[CH:9]=2)[CH:7]=1. (7) Given the reactants C([Li])CCC.I[C:7]1[CH:12]=[CH:11][CH:10]=[CH:9][C:8]=1[I:13].[CH2:14]1[CH:18]2[CH2:19][C:20](=[O:21])[CH:16]([CH2:17]2)[CH2:15]1, predict the reaction product. The product is: [I:13][C:8]1[CH:9]=[CH:10][C:11]([C:20]2([OH:21])[CH2:19][CH:18]3[CH2:17][CH:16]2[CH2:15][CH2:14]3)=[CH:12][CH:7]=1. (8) Given the reactants C[O:2][C:3]([C:5]1[CH:6]=[C:7]([C:21]2[CH:26]=[CH:25][C:24]([CH3:27])=[CH:23][CH:22]=2)[CH:8]=[C:9]([N:11]2[C:15]3[CH:16]=[CH:17][CH:18]=[CH:19][C:14]=3[O:13][C:12]2=[O:20])[CH:10]=1)=[O:4].[Li+].[OH-], predict the reaction product. The product is: [CH3:27][C:24]1[CH:23]=[CH:22][C:21]([C:7]2[CH:8]=[C:9]([N:11]3[C:15]4[CH:16]=[CH:17][CH:18]=[CH:19][C:14]=4[O:13][C:12]3=[O:20])[CH:10]=[C:5]([C:3]([OH:4])=[O:2])[CH:6]=2)=[CH:26][CH:25]=1. (9) Given the reactants [CH3:1][O:2][C:3](=[O:11])[C:4]1[CH:9]=[CH:8][C:7]([OH:10])=[CH:6][CH:5]=1.[CH2:12](Br)[CH:13]=[CH2:14], predict the reaction product. The product is: [CH3:1][O:2][C:3](=[O:11])[C:4]1[CH:9]=[CH:8][C:7]([O:10][CH2:14][CH:13]=[CH2:12])=[CH:6][CH:5]=1.